This data is from Full USPTO retrosynthesis dataset with 1.9M reactions from patents (1976-2016). The task is: Predict the reactants needed to synthesize the given product. (1) Given the product [Cl:1][C:2]1[N:7]=[C:6]2[C:8]([C:31](=[O:49])[NH:20][C@H:21]3[CH2:26][CH2:25][CH2:24][CH2:23][C@@H:22]3[OH:27])=[CH:9][N:10]([C:11]([O:13][C:14]([CH3:17])([CH3:16])[CH3:15])=[O:12])[C:5]2=[CH:4][CH:3]=1, predict the reactants needed to synthesize it. The reactants are: [Cl:1][C:2]1[N:7]=[C:6]2[C:8](I)=[CH:9][N:10]([C:11]([O:13][C:14]([CH3:17])([CH3:16])[CH3:15])=[O:12])[C:5]2=[CH:4][CH:3]=1.Cl.[NH2:20][C@H:21]1[CH2:26][CH2:25][CH2:24][CH2:23][C@@H:22]1[OH:27].CC1(C)C2C(=C(P(C3C=CC=CC=3)C3C=CC=CC=3)C=CC=2)[O:49][C:31]2C(P(C3C=CC=CC=3)C3C=CC=CC=3)=CC=CC1=2. (2) Given the product [Cl:9][CH2:10][CH2:11][N:12]([CH2:13][CH2:14][Cl:15])[S:17]([CH3:16])(=[O:19])=[O:18], predict the reactants needed to synthesize it. The reactants are: C(N(CC)CC)C.Cl.[Cl:9][CH2:10][CH2:11][NH:12][CH2:13][CH2:14][Cl:15].[CH3:16][S:17](Cl)(=[O:19])=[O:18].O. (3) Given the product [Cl:21][C:17]1[CH:16]=[C:15]([S:12]([NH:11][C:9]2[CH:8]=[C:7]([CH3:22])[N:6]=[C:5]3[S:4][C:3]([CH3:23])=[C:2]([C:30]4[CH:31]=[C:32]5[C:27]([CH:26]=[CH:25][NH:24]5)=[CH:28][CH:29]=4)[C:10]=23)(=[O:14])=[O:13])[CH:20]=[CH:19][CH:18]=1, predict the reactants needed to synthesize it. The reactants are: Br[C:2]1[C:10]2[C:5](=[N:6][C:7]([CH3:22])=[CH:8][C:9]=2[NH:11][S:12]([C:15]2[CH:20]=[CH:19][CH:18]=[C:17]([Cl:21])[CH:16]=2)(=[O:14])=[O:13])[S:4][C:3]=1[CH3:23].[NH:24]1[C:32]2[C:27](=[CH:28][CH:29]=[C:30](B(O)O)[CH:31]=2)[CH:26]=[CH:25]1.C(=O)([O-])[O-].[K+].[K+]. (4) Given the product [Br:19][CH:12]1[C:11]2[CH:10]=[CH:9][CH:8]=[CH:7][C:6]=2[C:5]2[C:13]1=[CH:1][CH:2]=[CH:3][CH:4]=2, predict the reactants needed to synthesize it. The reactants are: [CH:1]1[C:13]2[CH2:12][C:11]3[C:6](=[CH:7][CH:8]=[CH:9][CH:10]=3)[C:5]=2[CH:4]=[CH:3][CH:2]=1.C(Cl)(Cl)(Cl)Cl.[Br:19]Br. (5) Given the product [C:20]([NH:30][C@H:31]([C:35]([O:18][CH2:17][CH2:16][OH:19])=[O:36])[CH:32]([CH3:34])[CH3:33])([O:22][CH2:23][C:24]1[CH:29]=[CH:28][CH:27]=[CH:26][CH:25]=1)=[O:21], predict the reactants needed to synthesize it. The reactants are: C1CCC(N=C=NC2CCCCC2)CC1.[CH2:16]([OH:19])[CH2:17][OH:18].[C:20]([NH:30][C@H:31]([C:35](O)=[O:36])[CH:32]([CH3:34])[CH3:33])([O:22][CH2:23][C:24]1[CH:29]=[CH:28][CH:27]=[CH:26][CH:25]=1)=[O:21].